Dataset: Aqueous solubility values for 9,982 compounds from the AqSolDB database. Task: Regression/Classification. Given a drug SMILES string, predict its absorption, distribution, metabolism, or excretion properties. Task type varies by dataset: regression for continuous measurements (e.g., permeability, clearance, half-life) or binary classification for categorical outcomes (e.g., BBB penetration, CYP inhibition). For this dataset (solubility_aqsoldb), we predict Y. The molecule is c1ccc2c(c1)ccc1ccc3ccccc3c12. The Y is -7.82 log mol/L.